This data is from Reaction yield outcomes from USPTO patents with 853,638 reactions. The task is: Predict the reaction yield, written as a fraction of the theoretical maximum amount of product (1.0 means a 100% yield; for example, 0.34 means a 34% yield). (1) The reactants are [I-].[CH3:2][S+](C)(C)=O.[H-].[Na+].[NH:9]1[C:17]2[C:12](=[CH:13][CH:14]=[C:15](/[CH:18]=[C:19]3/[C:20](=[O:28])[NH:21][C:22]4[C:27]/3=[CH:26][CH:25]=[CH:24][CH:23]=4)[CH:16]=2)[CH:11]=[N:10]1. The catalyst is CN(C=O)C. The product is [NH:9]1[C:17]2[C:12](=[CH:13][CH:14]=[C:15]([C@H:18]3[C@@:19]4([C:27]5[C:22](=[CH:23][CH:24]=[CH:25][CH:26]=5)[NH:21][C:20]4=[O:28])[CH2:2]3)[CH:16]=2)[CH:11]=[N:10]1. The yield is 0.280. (2) The reactants are Cl[C:2]1[C:7]([I:8])=[CH:6][N:5]=[CH:4][N:3]=1.N1C=CC(=O)NC=1.CCN(CC)CC.[C:23]([N:30]1[CH2:35][CH2:34][NH:33][CH2:32][CH2:31]1)([O:25][C:26]([CH3:29])([CH3:28])[CH3:27])=[O:24]. The catalyst is CN1C(=O)CCC1. The product is [C:26]([O:25][C:23]([N:30]1[CH2:35][CH2:34][N:33]([C:2]2[C:7]([I:8])=[CH:6][N:5]=[CH:4][N:3]=2)[CH2:32][CH2:31]1)=[O:24])([CH3:29])([CH3:27])[CH3:28]. The yield is 0.990. (3) The reactants are [Br:1][C:2]1[CH:7]=[CH:6][C:5]([O:8][CH3:9])=[CH:4][C:3]=1[CH2:10]Br.[NH:12]([C:20]([O:22][C:23]([CH3:26])([CH3:25])[CH3:24])=[O:21])[C:13]([O:15][C:16]([CH3:19])([CH3:18])[CH3:17])=[O:14].[K]. The catalyst is CN(C)C=O. The product is [C:23]([O:22][C:20]([N:12]([CH2:10][C:3]1[CH:4]=[C:5]([O:8][CH3:9])[CH:6]=[CH:7][C:2]=1[Br:1])[C:13]([O:15][C:16]([CH3:19])([CH3:18])[CH3:17])=[O:14])=[O:21])([CH3:26])([CH3:25])[CH3:24]. The yield is 0.420. (4) The reactants are Br[C:2]1[C:14]([C:15]([CH3:18])([CH3:17])[CH3:16])=[CH:13][C:12]2[C:11]3[C:6](=[CH:7][C:8](Br)=[C:9]([C:19]([CH3:22])([CH3:21])[CH3:20])[CH:10]=3)[CH2:5][C:4]=2[CH:3]=1.CO[CH2:26][CH2:27]OC.[C:30]1(OB(O)O)[CH:35]=[CH:34][CH:33]=[CH:32][CH:31]=1.C(=O)([O-])[O-].[Na+].[Na+]. The catalyst is C(O)C. The product is [C:30]1([C:2]2[C:14]([C:15]([CH3:17])([CH3:18])[CH3:16])=[CH:13][C:12]3[C:11]4[C:6](=[CH:7][C:8]([C:27]5[CH:26]=[CH:4][CH:3]=[CH:2][CH:14]=5)=[C:9]([C:19]([CH3:20])([CH3:22])[CH3:21])[CH:10]=4)[CH2:5][C:4]=3[CH:3]=2)[CH:35]=[CH:34][CH:33]=[CH:32][CH:31]=1. The yield is 0.540. (5) The reactants are [Cl:1][C:2]1[CH:7]=[CH:6][C:5]([CH:8]([C:25]2[CH:30]=[CH:29][CH:28]=[CH:27][CH:26]=2)[N:9]2[CH2:14][CH2:13][N:12](S(C3C=CC(C)=CC=3)(=O)=O)[CH2:11][CH2:10]2)=[CH:4][CH:3]=1.OC1C=CC(C(O)=O)=CC=1.Br.O. The catalyst is C(O)(=O)C. The product is [Cl:1][C:2]1[CH:3]=[CH:4][C:5]([CH:8]([C:25]2[CH:26]=[CH:27][CH:28]=[CH:29][CH:30]=2)[N:9]2[CH2:10][CH2:11][NH:12][CH2:13][CH2:14]2)=[CH:6][CH:7]=1. The yield is 0.848. (6) The reactants are Cl[C:2]1[N:10]=[C:9]([F:11])[N:8]=[C:7]2[C:3]=1[N:4]=[CH:5][N:6]2[CH:12]([CH3:14])[CH3:13].C(N(C(C)C)CC)(C)C.[CH:24]1([NH2:28])[CH2:27][CH2:26][CH2:25]1. The yield is 0.680. The catalyst is C(O)C. The product is [CH:24]1([NH:28][C:2]2[N:10]=[C:9]([F:11])[N:8]=[C:7]3[C:3]=2[N:4]=[CH:5][N:6]3[CH:12]([CH3:14])[CH3:13])[CH2:27][CH2:26][CH2:25]1. (7) The reactants are [Cl:1][C:2]1[C:7]2[S:8][CH:9]=[C:10]([CH2:11][O:12][C@H:13]([C:20]3[CH:25]=[CH:24][C:23]([Cl:26])=[CH:22][C:21]=3[Cl:27])[CH2:14][N:15]3[CH:19]=[CH:18][N:17]=[CH:16]3)[C:6]=2[CH:5]=[CH:4][CH:3]=1.O.[N+:29]([O-:32])([OH:31])=[O:30]. The catalyst is C(O)C. The product is [N+:29]([O-:32])([OH:31])=[O:30].[Cl:1][C:2]1[C:7]2[S:8][CH:9]=[C:10]([CH2:11][O:12][C@H:13]([C:20]3[CH:25]=[CH:24][C:23]([Cl:26])=[CH:22][C:21]=3[Cl:27])[CH2:14][N:15]3[CH:19]=[CH:18][N:17]=[CH:16]3)[C:6]=2[CH:5]=[CH:4][CH:3]=1. The yield is 0.890.